This data is from Peptide-MHC class I binding affinity with 185,985 pairs from IEDB/IMGT. The task is: Regression. Given a peptide amino acid sequence and an MHC pseudo amino acid sequence, predict their binding affinity value. This is MHC class I binding data. The peptide sequence is WSFLEDRVY. The MHC is HLA-B44:02 with pseudo-sequence HLA-B44:02. The binding affinity (normalized) is 0.0847.